This data is from NCI-60 drug combinations with 297,098 pairs across 59 cell lines. The task is: Regression. Given two drug SMILES strings and cell line genomic features, predict the synergy score measuring deviation from expected non-interaction effect. (1) Drug 1: CCC(=C(C1=CC=CC=C1)C2=CC=C(C=C2)OCCN(C)C)C3=CC=CC=C3.C(C(=O)O)C(CC(=O)O)(C(=O)O)O. Drug 2: CNC(=O)C1=NC=CC(=C1)OC2=CC=C(C=C2)NC(=O)NC3=CC(=C(C=C3)Cl)C(F)(F)F. Cell line: KM12. Synergy scores: CSS=-1.25, Synergy_ZIP=-0.0701, Synergy_Bliss=-1.91, Synergy_Loewe=-3.30, Synergy_HSA=-3.58. (2) Drug 1: CC1=C2C(C(=O)C3(C(CC4C(C3C(C(C2(C)C)(CC1OC(=O)C(C(C5=CC=CC=C5)NC(=O)C6=CC=CC=C6)O)O)OC(=O)C7=CC=CC=C7)(CO4)OC(=O)C)O)C)OC(=O)C. Drug 2: CS(=O)(=O)OCCCCOS(=O)(=O)C. Cell line: SF-295. Synergy scores: CSS=0.336, Synergy_ZIP=-8.33, Synergy_Bliss=-9.04, Synergy_Loewe=-37.7, Synergy_HSA=-10.7.